The task is: Predict which catalyst facilitates the given reaction.. This data is from Catalyst prediction with 721,799 reactions and 888 catalyst types from USPTO. (1) Reactant: [NH2:1][C:2]1[N:7]=[CH:6][N:5]=[C:4]([C:8]2[C:9]([CH3:28])=[C:10]([NH:15][C:16](=[O:27])[C:17]3[CH:22]=[CH:21][C:20]([CH:23]4[CH2:25][CH2:24]4)=[CH:19][C:18]=3[F:26])[CH:11]=[C:12]([F:14])[CH:13]=2)[C:3]=1[O:29]CC1C=CC=CC=1.C(O)(C(F)(F)F)=O.C(=O)([O-])O.[Na+].CCOC(C)=O. Product: [NH2:1][C:2]1[N:7]=[CH:6][N:5]=[C:4]([C:8]2[C:9]([CH3:28])=[C:10]([NH:15][C:16](=[O:27])[C:17]3[CH:22]=[CH:21][C:20]([CH:23]4[CH2:24][CH2:25]4)=[CH:19][C:18]=3[F:26])[CH:11]=[C:12]([F:14])[CH:13]=2)[C:3]=1[OH:29]. The catalyst class is: 358. (2) The catalyst class is: 12. Product: [C:2]([CH2:4][C:5]1[C:14]2[C:9](=[CH:10][C:11]([O:15][CH2:16][C:17]3[CH:22]=[CH:21][CH:20]=[C:19]([Cl:23])[CH:18]=3)=[CH:12][CH:13]=2)[O:8][C:7](=[O:24])[CH:6]=1)#[N:1]. Reactant: [NH2:1][C:2]([CH2:4][C:5]1[C:14]2[C:9](=[CH:10][C:11]([O:15][CH2:16][C:17]3[CH:22]=[CH:21][CH:20]=[C:19]([Cl:23])[CH:18]=3)=[CH:12][CH:13]=2)[O:8][C:7](=[O:24])[CH:6]=1)=O.N1C=CC=CC=1.FC(F)(F)C(OC(=O)C(F)(F)F)=O.